Task: Predict the product of the given reaction.. Dataset: Forward reaction prediction with 1.9M reactions from USPTO patents (1976-2016) (1) The product is: [C:1]([O:5][C:6]([C:8]1[CH:19]=[CH:18][C:11]2[CH2:12][CH2:13][O:14][C:15](=[O:17])[N:16]([CH2:27][CH3:28])[C:10]=2[CH:9]=1)=[O:7])([CH3:4])([CH3:2])[CH3:3]. Given the reactants [C:1]([O:5][C:6]([C:8]1[CH:19]=[CH:18][C:11]2[CH2:12][CH2:13][O:14][C:15](=[O:17])[NH:16][C:10]=2[CH:9]=1)=[O:7])([CH3:4])([CH3:3])[CH3:2].C(=O)([O-])[O-].[K+].[K+].I[CH2:27][CH3:28], predict the reaction product. (2) Given the reactants [OH:1][CH2:2][C@@H:3]1[C@H:7]2[O:8][C:9]([CH3:12])([CH3:11])[O:10][C@H:6]2[C@H:5]([N:13]2[CH:21]=[N:20][C:19]3[C:14]2=[N:15][C:16]([C:37]([O:39][CH2:40][CH3:41])=[O:38])=[N:17][C:18]=3[NH:22][CH2:23][CH:24]([C:31]2[CH:36]=[CH:35][CH:34]=[CH:33][CH:32]=2)[C:25]2[CH:30]=[CH:29][CH:28]=[CH:27][CH:26]=2)[O:4]1.P([O-])(O)(O)=[O:43].[Na+].Cl([O-])=O.[Na+].S([O-])([O-])=O.[Na+].[Na+].Cl, predict the reaction product. The product is: [C:31]1([CH:24]([C:25]2[CH:30]=[CH:29][CH:28]=[CH:27][CH:26]=2)[CH2:23][NH:22][C:18]2[N:17]=[C:16]([C:37]([O:39][CH2:40][CH3:41])=[O:38])[N:15]=[C:14]3[C:19]=2[N:20]=[CH:21][N:13]3[C@H:5]2[C@@H:6]3[O:10][C:9]([CH3:11])([CH3:12])[O:8][C@@H:7]3[C@@H:3]([C:2]([OH:43])=[O:1])[O:4]2)[CH:36]=[CH:35][CH:34]=[CH:33][CH:32]=1. (3) Given the reactants [CH3:1][CH:2]1[N:7]([CH3:8])[CH2:6][CH2:5][N:4]2[N:9]=[C:10]([NH2:12])[CH:11]=[C:3]12.[C:13]([O:16][CH2:17][C:18]1[C:19]([N:33]2[CH2:44][CH2:43][N:42]3[C:35](=[CH:36][C:37]4[CH2:38][C:39](C)([CH3:45])[CH2:40][C:41]=43)[C:34]2=[O:47])=[N:20][CH:21]=[CH:22][C:23]=1[C:24]1[CH:29]=[C:28](Br)[C:27](=[O:31])[N:26]([CH3:32])[CH:25]=1)(=[O:15])[CH3:14].CC1(C)C2C(=C(P(C3C=CC=CC=3)C3C=CC=CC=3)C=CC=2)OC2C(P(C3C=CC=CC=3)C3C=CC=CC=3)=CC=CC1=2.C([O-])([O-])=O.[Cs+].[Cs+], predict the reaction product. The product is: [C:13]([O:16][CH2:17][C:18]1[C:19]([N:33]2[CH2:44][CH2:43][N:42]3[C:41]4[CH2:40][CH2:39][CH2:45][CH2:38][C:37]=4[CH:36]=[C:35]3[C:34]2=[O:47])=[N:20][CH:21]=[CH:22][C:23]=1[C:24]1[CH:29]=[C:28]([NH:12][C:10]2[CH:11]=[C:3]3[CH:2]([CH3:1])[N:7]([CH3:8])[CH2:6][CH2:5][N:4]3[N:9]=2)[C:27](=[O:31])[N:26]([CH3:32])[CH:25]=1)(=[O:15])[CH3:14]. (4) Given the reactants [C:1]([C:4]1[C:5]2[N:6]([C:10]([C:13]3[C:18]([C:19]#[N:20])=[CH:17][N:16]=[C:15]([NH:21][C@H:22]([C:24]4[CH:29]=[CH:28][C:27]([N:30]5[CH2:35][CH2:34][NH:33][CH2:32][CH2:31]5)=[CH:26][CH:25]=4)[CH3:23])[N:14]=3)=[CH:11][N:12]=2)[CH:7]=[CH:8][CH:9]=1)(=[O:3])[CH3:2].[Na].C(=O)([O-])O.[Na+], predict the reaction product. The product is: [OH:3][CH:1]([C:4]1[C:5]2[N:6]([C:10]([C:13]3[C:18]([C:19]#[N:20])=[CH:17][N:16]=[C:15]([NH:21][C@H:22]([C:24]4[CH:29]=[CH:28][C:27]([N:30]5[CH2:31][CH2:32][NH:33][CH2:34][CH2:35]5)=[CH:26][CH:25]=4)[CH3:23])[N:14]=3)=[CH:11][N:12]=2)[CH:7]=[CH:8][CH:9]=1)[CH3:2]. (5) Given the reactants C([O:3][C:4]([C:6]1[C:7]([C:11]2[CH:16]=[CH:15][CH:14]=[CH:13][C:12]=2[CH3:17])=[N:8][O:9][CH:10]=1)=[O:5])C.Cl, predict the reaction product. The product is: [C:12]1([CH3:17])[CH:13]=[CH:14][CH:15]=[CH:16][C:11]=1[C:7]1[C:6]([C:4]([OH:5])=[O:3])=[CH:10][O:9][N:8]=1. (6) Given the reactants CC(C)([O-])C.[K+].[Si:7]([O:24][CH2:25][C:26]1[C:27](=[O:32])[NH:28][CH:29]=[CH:30][CH:31]=1)([C:20]([CH3:23])([CH3:22])[CH3:21])([C:14]1[CH:19]=[CH:18][CH:17]=[CH:16][CH:15]=1)[C:8]1[CH:13]=[CH:12][CH:11]=[CH:10][CH:9]=1.[Cl:33][C:34]1[CH:39]=[C:38]([N+:40]([O-:42])=[O:41])[CH:37]=[CH:36][C:35]=1F.O, predict the reaction product. The product is: [Si:7]([O:24][CH2:25][C:26]1[C:27](=[O:32])[N:28]([C:35]2[CH:36]=[CH:37][C:38]([N+:40]([O-:42])=[O:41])=[CH:39][C:34]=2[Cl:33])[CH:29]=[CH:30][CH:31]=1)([C:20]([CH3:23])([CH3:21])[CH3:22])([C:14]1[CH:19]=[CH:18][CH:17]=[CH:16][CH:15]=1)[C:8]1[CH:9]=[CH:10][CH:11]=[CH:12][CH:13]=1. (7) The product is: [C:64]([C:63]1[C:53]([N:50]2[CH2:49][CH2:48][CH:47]([S:44]([NH:43][C:9](=[O:11])[CH2:8][C:5]3[CH:4]=[CH:3][C:2]([F:1])=[CH:7][CH:6]=3)(=[O:45])=[O:46])[CH2:52][CH2:51]2)=[N:54][C:55]([CH3:66])=[C:56]([CH:62]=1)[C:57]([O:59][CH2:60][CH3:61])=[O:58])#[N:65]. Given the reactants [F:1][C:2]1[CH:7]=[CH:6][C:5]([CH2:8][C:9]([OH:11])=O)=[CH:4][CH:3]=1.CN(C(ON1N=NC2C=CC=CC1=2)=[N+](C)C)C.[B-](F)(F)(F)F.CCN(C(C)C)C(C)C.[NH2:43][S:44]([CH:47]1[CH2:52][CH2:51][N:50]([C:53]2[C:63]([C:64]#[N:65])=[CH:62][C:56]([C:57]([O:59][CH2:60][CH3:61])=[O:58])=[C:55]([CH3:66])[N:54]=2)[CH2:49][CH2:48]1)(=[O:46])=[O:45].C([O-])(O)=O.[Na+], predict the reaction product. (8) Given the reactants [OH:1][C:2]1[C:3]([CH3:20])=[C:4]2[C:9](=[C:10]([CH3:13])[C:11]=1[CH3:12])[O:8][CH:7]([CH:14]1[CH2:17][CH2:16]C1)[C:6]([CH:18]=[O:19])=[CH:5]2.[BH3-]C#N.[Na+], predict the reaction product. The product is: [OH:19][CH2:18][C:6]1[C:7]2([CH2:16][CH2:17][CH2:14]2)[O:8][C:9]2[C:4](=[C:3]([CH3:20])[C:2]([OH:1])=[C:11]([CH3:12])[C:10]=2[CH3:13])[CH:5]=1. (9) Given the reactants [CH2:1]([S:8][C:9]1[CH:10]=[C:11]2[C:16](=[CH:17][CH:18]=1)[CH:15]([C:19]1[CH:24]=[CH:23][C:22](Br)=[CH:21][C:20]=1[O:26][CH3:27])[N:14]([C:28](=[O:30])[CH3:29])[CH2:13][CH2:12]2)[C:2]1[CH:7]=[CH:6][CH:5]=[CH:4][CH:3]=1.COC1C=CC=C(OC)C=1C1C=CC=CC=1P(C1CCCCC1)C1CCCCC1.P([O-])([O-])([O-])=O.[K+].[K+].[K+].[F:68][C:69]1[CH:70]=[C:71](B(O)O)[CH:72]=[CH:73][CH:74]=1, predict the reaction product. The product is: [CH2:1]([S:8][C:9]1[CH:10]=[C:11]2[C:16](=[CH:17][CH:18]=1)[CH:15]([C:19]1[CH:24]=[CH:23][C:22]([C:73]3[CH:72]=[CH:71][CH:70]=[C:69]([F:68])[CH:74]=3)=[CH:21][C:20]=1[O:26][CH3:27])[N:14]([C:28](=[O:30])[CH3:29])[CH2:13][CH2:12]2)[C:2]1[CH:7]=[CH:6][CH:5]=[CH:4][CH:3]=1. (10) Given the reactants [Cl:1][C:2]1[CH:7]=[C:6]([O:8][CH3:9])[CH:5]=[C:4]([Cl:10])[C:3]=1[C:11]1[N:12]=[C:13]([NH2:16])[S:14][CH:15]=1.Cl.[C:18](Cl)(=[O:25])[C:19]1[CH:24]=[CH:23][N:22]=[CH:21][CH:20]=1, predict the reaction product. The product is: [Cl:10][C:4]1[CH:5]=[C:6]([O:8][CH3:9])[CH:7]=[C:2]([Cl:1])[C:3]=1[C:11]1[N:12]=[C:13]([NH:16][C:18](=[O:25])[C:19]2[CH:24]=[CH:23][N:22]=[CH:21][CH:20]=2)[S:14][CH:15]=1.